This data is from Reaction yield outcomes from USPTO patents with 853,638 reactions. The task is: Predict the reaction yield, written as a fraction of the theoretical maximum amount of product (1.0 means a 100% yield; for example, 0.34 means a 34% yield). The reactants are [Cl:1][C:2]1[CH:3]=[C:4]([C:10]2[O:14][C:13]([CH3:16])([CH3:15])[C:12](=[O:17])[CH:11]=2)[CH:5]=[CH:6][C:7]=1[O:8][CH3:9].C1C(=O)N([Br:25])C(=O)C1. The catalyst is C(Cl)(Cl)Cl.C(Cl)Cl. The product is [Br:25][C:11]1[C:12](=[O:17])[C:13]([CH3:15])([CH3:16])[O:14][C:10]=1[C:4]1[CH:5]=[CH:6][C:7]([O:8][CH3:9])=[C:2]([Cl:1])[CH:3]=1. The yield is 0.370.